The task is: Predict the product of the given reaction.. This data is from Forward reaction prediction with 1.9M reactions from USPTO patents (1976-2016). (1) Given the reactants [OH:1][C:2]1[CH:7]=[CH:6][C:5]([CH2:8][C:9]([O:11][CH3:12])=[O:10])=[CH:4][CH:3]=1.[C:13](=O)([O-])[O-].[K+].[K+].IC, predict the reaction product. The product is: [CH3:13][O:1][C:2]1[CH:3]=[CH:4][C:5]([CH2:8][C:9]([O:11][CH3:12])=[O:10])=[CH:6][CH:7]=1. (2) Given the reactants Cl[C:2]1[C:11]2[C:6](=[CH:7][CH:8]=[C:9]([CH3:12])[CH:10]=2)[N:5]=[C:4]([N:13]2[CH2:19][C:18]3[CH:20]=[CH:21][CH:22]=[CH:23][C:17]=3[S:16](=[O:24])[CH2:15][CH2:14]2)[CH:3]=1.[F:25][C:26]([F:31])([CH2:29][NH2:30])[CH2:27][NH2:28], predict the reaction product. The product is: [O:24]=[S:16]1[C:17]2[CH:23]=[CH:22][CH:21]=[CH:20][C:18]=2[CH2:19][N:13]([C:4]2[CH:3]=[C:2]([NH:28][CH2:27][C:26]([F:31])([F:25])[CH2:29][NH2:30])[C:11]3[C:6](=[CH:7][CH:8]=[C:9]([CH3:12])[CH:10]=3)[N:5]=2)[CH2:14][CH2:15]1.